This data is from Volume of distribution at steady state (VDss) regression data from Lombardo et al.. The task is: Regression/Classification. Given a drug SMILES string, predict its absorption, distribution, metabolism, or excretion properties. Task type varies by dataset: regression for continuous measurements (e.g., permeability, clearance, half-life) or binary classification for categorical outcomes (e.g., BBB penetration, CYP inhibition). For this dataset (vdss_lombardo), we predict log10(VDss) (log10 of volume of distribution in L/kg). The molecule is CC(C)C(NC(=O)C(C(C)C)N(C)C)C(=O)N(C)C(C(=O)N1CCCC1C(=O)N1CCCC1C(=O)NC(C)(C)C)C(C)C. The log10(VDss) is -0.480.